This data is from Full USPTO retrosynthesis dataset with 1.9M reactions from patents (1976-2016). The task is: Predict the reactants needed to synthesize the given product. (1) Given the product [CH:18]([C:4]1[C:3]([C:1]#[N:2])=[C:11]2[N:6]([C:5]=1[C:12]1[CH:17]=[CH:16][CH:15]=[CH:14][N:13]=1)[CH:7]=[CH:8][CH:9]=[CH:10]2)=[O:19], predict the reactants needed to synthesize it. The reactants are: [C:1]([C:3]1[C:4]([C:18](OCC)=[O:19])=[C:5]([C:12]2[CH:17]=[CH:16][CH:15]=[CH:14][N:13]=2)[N:6]2[C:11]=1[CH:10]=[CH:9][CH:8]=[CH:7]2)#[N:2].CC(C[AlH]CC(C)C)C.C1(C)C=CC=CC=1. (2) Given the product [CH3:15][NH:14][C:13]1[CH:12]=[CH:11][C:7]([C:8]([OH:10])=[O:9])=[CH:6][C:5]=1[S:2]([CH:18]1[O:19][CH2:20][CH2:21][NH:16][CH2:17]1)(=[O:4])=[O:3], predict the reactants needed to synthesize it. The reactants are: Cl[S:2]([C:5]1[CH:6]=[C:7]([CH:11]=[CH:12][C:13]=1[NH:14][CH3:15])[C:8]([OH:10])=[O:9])(=[O:4])=[O:3].[NH:16]1[CH2:21][CH2:20][O:19][CH2:18][CH2:17]1.